The task is: Regression/Classification. Given a drug SMILES string, predict its absorption, distribution, metabolism, or excretion properties. Task type varies by dataset: regression for continuous measurements (e.g., permeability, clearance, half-life) or binary classification for categorical outcomes (e.g., BBB penetration, CYP inhibition). Dataset: rlm.. This data is from Rat liver microsome stability data. (1) The drug is O=C(O)C(=O)O.Oc1ccccc1NCC(O)Cn1ccc2ccccc21. The result is 1 (stable in rat liver microsomes). (2) The compound is O=S(=O)(NCc1ccc(-c2ccccc2)cc1)c1cc2cc(Br)ccc2[nH]1. The result is 1 (stable in rat liver microsomes). (3) The molecule is NCc1c(-c2ccc(Cl)cc2Cl)ccc2[nH]cnc12. The result is 0 (unstable in rat liver microsomes). (4) The compound is COc1cccc2c1CCCC2CCCN1CCN(C2CCCCC2)CC1. The result is 1 (stable in rat liver microsomes). (5) The compound is O[C@@H]1COC[C@H]1Nc1nc(Nc2cc(Cl)cc(Cl)c2)ncc1-c1cccnc1. The result is 0 (unstable in rat liver microsomes). (6) The compound is Cc1c(Nc2c(C#N)cncc2C=Cc2ccc(CN3CCC(O)CC3)cn2)ccc2[nH]ccc12. The result is 0 (unstable in rat liver microsomes). (7) The drug is COc1cc(/C=C2\Oc3cc(OCCN4CCCCC4)ccc3C2=O)cc(OC)c1OC. The result is 0 (unstable in rat liver microsomes). (8) The compound is Cn1nnnc1SCCCNCc1cccc(OCc2ccccc2Cl)c1. The result is 1 (stable in rat liver microsomes). (9) The compound is CN(C)CCn1ccc2c(N3CCOCC3)nc(-c3ccc(NC(=O)Nc4ccncc4)cc3)nc21. The result is 1 (stable in rat liver microsomes).